From a dataset of Reaction yield outcomes from USPTO patents with 853,638 reactions. Predict the reaction yield, written as a fraction of the theoretical maximum amount of product (1.0 means a 100% yield; for example, 0.34 means a 34% yield). (1) The yield is 0.700. The product is [CH3:1][O:2][C:3](=[O:14])[C:4]1[C:9]([N+:10]([O-:12])=[O:11])=[CH:8][CH:7]=[CH:6][C:5]=1[CH2:13][Br:15]. The catalyst is C(Cl)(Cl)(Cl)Cl.CCOC(C)=O. The reactants are [CH3:1][O:2][C:3](=[O:14])[C:4]1[C:9]([N+:10]([O-:12])=[O:11])=[CH:8][CH:7]=[CH:6][C:5]=1[CH3:13].[Br:15]NC(=O)CCC(N)=O.C(OOC(=O)C1C=CC=CC=1)(=O)C1C=CC=CC=1. (2) The reactants are [F:1][C:2]1[CH:3]=[CH:4][C:5]([NH2:8])=[N:6][CH:7]=1.[I:9]([O-])(=O)=O.[K+].[I-].[K+]. The catalyst is S(=O)(=O)(O)O.O. The product is [F:1][C:2]1[CH:3]=[C:4]([I:9])[C:5]([NH2:8])=[N:6][CH:7]=1. The yield is 0.580.